This data is from Reaction yield outcomes from USPTO patents with 853,638 reactions. The task is: Predict the reaction yield, written as a fraction of the theoretical maximum amount of product (1.0 means a 100% yield; for example, 0.34 means a 34% yield). (1) The reactants are [C:1]1([C:7]2[CH:8]=[N:9][NH:10][C:11]=2[NH2:12])[CH:6]=[CH:5][CH:4]=[CH:3][CH:2]=1.[C:13]([CH:16]([CH2:21][C:22]([O:24][CH3:25])=[O:23])[C:17](OC)=[O:18])(=O)[CH3:14].O.C1(C)C=CC(S(O)(=O)=O)=CC=1. The catalyst is C1(C)C(C)=CC=CC=1. The product is [CH3:25][O:24][C:22](=[O:23])[CH2:21][C:16]1[CH:17]([OH:18])[N:10]2[N:9]=[CH:8][C:7]([C:1]3[CH:2]=[CH:3][CH:4]=[CH:5][CH:6]=3)=[C:11]2[NH:12][C:13]=1[CH3:14]. The yield is 0.800. (2) The reactants are FC(F)(F)S(O[C:7]1[C:8]([CH3:43])([CH3:42])[C@H:9]2[C@:22]([CH3:25])([CH2:23][CH:24]=1)[CH:21]1[C@:12]([CH3:41])([C@@:13]3([CH3:40])[C@H:18]([CH2:19][CH2:20]1)[C@H:17]1[C@H:26]([C:29]([CH3:31])=[CH2:30])[CH2:27][CH2:28][C@:16]1([C:32](=[O:39])[NH:33][CH2:34][CH2:35][N:36]([CH3:38])[CH3:37])[CH2:15][CH2:14]3)[CH2:11][CH2:10]2)(=O)=O.[CH3:46][O:47][C:48]([C:50]1[S:54][C:53](B(O)O)=[CH:52][CH:51]=1)=[O:49].C(=O)([O-])[O-].[Na+].[Na+]. The yield is 0.320. The product is [CH3:38][N:36]([CH3:37])[CH2:35][CH2:34][NH:33][C:32]([C@:16]12[CH2:28][CH2:27][C@@H:26]([C:29]([CH3:31])=[CH2:30])[C@@H:17]1[C@@H:18]1[C@@:13]([CH3:40])([CH2:14][CH2:15]2)[C@@:12]2([CH3:41])[C@@H:21]([C@:22]3([CH3:25])[C@@H:9]([CH2:10][CH2:11]2)[C:8]([CH3:42])([CH3:43])[C:7]([C:53]2[S:54][C:50]([C:48]([O:47][CH3:46])=[O:49])=[CH:51][CH:52]=2)=[CH:24][CH2:23]3)[CH2:20][CH2:19]1)=[O:39]. The catalyst is O.COCCOC. (3) The product is [Cl:1][C:2]1[C:9]([O:10][CH3:12])=[CH:8][CH:7]=[C:6]([Cl:11])[C:3]=1[CH:4]=[O:5]. The reactants are [Cl:1][C:2]1[C:9]([OH:10])=[CH:8][CH:7]=[C:6]([Cl:11])[C:3]=1[CH:4]=[O:5].[C:12](=O)([O-])[O-].[K+].[K+].C(=O)([O-])[O-].[Cs+].[Cs+].IC. The catalyst is CN(C)C=O. The yield is 0.870. (4) The reactants are [CH3:1][O:2][C:3]([C:5]1[CH:6]=[CH:7][C:8]2[O:12][C:11]([C:13]([CH2:24][CH3:25])([C:16]3[CH:21]=[CH:20][C:19]([OH:22])=[C:18]([CH3:23])[CH:17]=3)[CH2:14][CH3:15])=[N:10][C:9]=2[CH:26]=1)=[O:4].Br[CH2:28][C:29](=[O:34])[C:30]([CH3:33])([CH3:32])[CH3:31].C([O-])([O-])=O.[K+].[K+]. No catalyst specified. The product is [CH3:1][O:2][C:3]([C:5]1[CH:6]=[CH:7][C:8]2[O:12][C:11]([C:13]([C:16]3[CH:21]=[CH:20][C:19]([O:22][CH2:28][C:29](=[O:34])[C:30]([CH3:33])([CH3:32])[CH3:31])=[C:18]([CH3:23])[CH:17]=3)([CH2:24][CH3:25])[CH2:14][CH3:15])=[N:10][C:9]=2[CH:26]=1)=[O:4]. The yield is 0.950. (5) The reactants are C1C=C(Cl)C=C(C(OO)=[O:9])C=1.[Br:12][C:13]1[CH:18]=[CH:17][CH:16]=[C:15]([S:19][CH2:20][CH3:21])[CH:14]=1.C(Cl)Cl.[OH2:25]. No catalyst specified. The product is [Br:12][C:13]1[CH:18]=[CH:17][CH:16]=[C:15]([S:19]([CH2:20][CH3:21])(=[O:9])=[O:25])[CH:14]=1. The yield is 0.920. (6) The reactants are [CH3:1][O:2][C:3](=[O:14])[C:4]1[C:5](=[CH:7][CH:8]=[C:9]([C:11](=[O:13])[CH3:12])[CH:10]=1)[OH:6].[C:15](=O)([O-])[O-].[Na+].[Na+].CI.Cl. The catalyst is O.CN(C)C=O. The product is [CH3:1][O:2][C:3](=[O:14])[C:4]1[CH:10]=[C:9]([C:11](=[O:13])[CH3:12])[CH:8]=[CH:7][C:5]=1[O:6][CH3:15]. The yield is 0.965.